Dataset: Forward reaction prediction with 1.9M reactions from USPTO patents (1976-2016). Task: Predict the product of the given reaction. (1) Given the reactants [CH:1]([O:4][C:5]1[N:10]=[C:9]([C:11]2[C:19]3[C:14](=[CH:15][CH:16]=[C:17]([C:20]4[O:21][C:22]([CH3:25])=[N:23][N:24]=4)[CH:18]=3)[N:13](S(C3C=CC(C)=CC=3)(=O)=O)[CH:12]=2)[CH:8]=[CH:7][CH:6]=1)([CH3:3])[CH3:2].C(=O)([O-])[O-].[Cs+].[Cs+].O, predict the reaction product. The product is: [CH:1]([O:4][C:5]1[N:10]=[C:9]([C:11]2[C:19]3[C:14](=[CH:15][CH:16]=[C:17]([C:20]4[O:21][C:22]([CH3:25])=[N:23][N:24]=4)[CH:18]=3)[NH:13][CH:12]=2)[CH:8]=[CH:7][CH:6]=1)([CH3:3])[CH3:2]. (2) Given the reactants [C:1]1([CH2:7][NH:8][CH2:9][CH:10]2[O:19][C:14]3=[N:15][CH:16]=[CH:17][CH:18]=[C:13]3[O:12][CH2:11]2)[CH:6]=[CH:5][CH:4]=[CH:3][CH:2]=1.[O:20]1[CH2:22][CH:21]1[CH2:23][N:24]1[CH2:28][C:27](=[O:29])[NH:26][C:25]1=[O:30], predict the reaction product. The product is: [O:12]1[C:13]2[C:14](=[N:15][CH:16]=[CH:17][CH:18]=2)[O:19][CH:10]([CH2:9][N:8]([CH2:7][C:1]2[CH:2]=[CH:3][CH:4]=[CH:5][CH:6]=2)[CH2:22][CH:21]([OH:20])[CH2:23][N:24]2[CH2:28][C:27](=[O:29])[NH:26][C:25]2=[O:30])[CH2:11]1.